The task is: Predict the reaction yield, written as a fraction of the theoretical maximum amount of product (1.0 means a 100% yield; for example, 0.34 means a 34% yield).. This data is from Reaction yield outcomes from USPTO patents with 853,638 reactions. (1) The yield is 0.850. The catalyst is C(Cl)Cl. The reactants are [CH:1]1([N:7]([CH2:17][CH:18]2[CH2:20][CH2:19]2)[C:8]2[N:13]=[CH:12][N:11]=[C:10]([C:14]([OH:16])=O)[CH:9]=2)[CH2:6][CH2:5][CH2:4][CH2:3][CH2:2]1.[NH2:21][C:22]1[CH:30]=[CH:29][C:25]([C:26]([NH2:28])=[O:27])=[CH:24][CH:23]=1. The product is [NH2:28][C:26]([C:25]1[CH:29]=[CH:30][C:22]([NH:21][C:14]([C:10]2[CH:9]=[C:8]([N:7]([CH:1]3[CH2:2][CH2:3][CH2:4][CH2:5][CH2:6]3)[CH2:17][CH:18]3[CH2:20][CH2:19]3)[N:13]=[CH:12][N:11]=2)=[O:16])=[CH:23][CH:24]=1)=[O:27]. (2) The reactants are COC(=O)NC(C(N1C(C2NC(C3C=CC4C(=CC=C(C5C=CC(C6NC(C7C8CC(CC8)N7C(=O)C(NC(OC)=O)C(C)C)=NC=6)=CC=5)C=4)C=3)=CN=2)CC2(CC2)C1)=O)C(C)C.[CH3:63][O:64][C:65](=[O:104])[NH:66][CH:67]([C:71]([N:73]1[CH:78]([C:79]2[NH:80][C:81]([C:84]3[CH:93]=[CH:92][C:91]4[C:86](=[CH:87][CH:88]=[C:89](B5OC(C)(C)C(C)(C)O5)[CH:90]=4)[CH:85]=3)=[CH:82][N:83]=2)[CH:77]2[CH2:103][CH:74]1[CH2:75][CH2:76]2)=[O:72])[CH:68]([CH3:70])[CH3:69].[C:105]([O:109][C:110]([N:112]1[CH:118]([C:119]2[NH:120][C:121]([C:124]3[CH:129]=[CH:128][C:127](Br)=[CH:126][CH:125]=3)=[CH:122][N:123]=2)[CH2:117][C:114]2([CH2:116][CH2:115]2)[CH2:113]1)=[O:111])([CH3:108])([CH3:107])[CH3:106].C(=O)([O-])[O-].[K+].[K+]. The catalyst is C(OCC)(=O)C. The product is [C:105]([O:109][C:110]([N:112]1[CH:118]([C:119]2[NH:120][C:121]([C:124]3[CH:129]=[CH:128][C:127]([C:89]4[CH:88]=[CH:87][C:86]5[C:91](=[CH:92][CH:93]=[C:84]([C:81]6[NH:80][C:79]([CH:78]7[CH:77]8[CH2:103][CH:74]([CH2:75][CH2:76]8)[N:73]7[C:71](=[O:72])[CH:67]([NH:66][C:65]([O:64][CH3:63])=[O:104])[CH:68]([CH3:70])[CH3:69])=[N:83][CH:82]=6)[CH:85]=5)[CH:90]=4)=[CH:126][CH:125]=3)=[CH:122][N:123]=2)[CH2:117][C:114]2([CH2:116][CH2:115]2)[CH2:113]1)=[O:111])([CH3:108])([CH3:107])[CH3:106]. The yield is 0.600. (3) The reactants are [NH2:1][C:2]1[CH:7]=[C:6]([C:8]([NH:10][CH2:11][C:12]([CH3:15])([CH3:14])[CH3:13])=[O:9])[CH:5]=[CH:4][C:3]=1[C:16]1[C:21]([CH3:22])=[C:20]([F:23])[CH:19]=[C:18]([C:24]([NH:26][CH:27]2[CH2:29][CH2:28]2)=[O:25])[CH:17]=1.[CH2:30]([N:37]=[C:38]=[O:39])[C:31]1[CH:36]=[CH:35][CH:34]=[CH:33][CH:32]=1.CCN(CC)CC. The catalyst is CN(C=O)C. The product is [CH:27]1([NH:26][C:24]([C:18]2[CH:17]=[C:16]([C:3]3[CH:4]=[CH:5][C:6]([C:8]([NH:10][CH2:11][C:12]([CH3:13])([CH3:15])[CH3:14])=[O:9])=[CH:7][C:2]=3[NH:1][C:38]([NH:37][CH2:30][C:31]3[CH:36]=[CH:35][CH:34]=[CH:33][CH:32]=3)=[O:39])[C:21]([CH3:22])=[C:20]([F:23])[CH:19]=2)=[O:25])[CH2:29][CH2:28]1. The yield is 0.110.